From a dataset of Catalyst prediction with 721,799 reactions and 888 catalyst types from USPTO. Predict which catalyst facilitates the given reaction. Reactant: [CH2:1]([O:5][CH:6]1[CH2:11][CH2:10][N:9]([S:12]([CH2:15][CH:16](O)[CH2:17][CH2:18][CH2:19][C:20]2[N:25]=[CH:24][CH:23]=[CH:22][N:21]=2)(=[O:14])=[O:13])[CH2:8][CH2:7]1)[C:2]#[C:3][CH3:4].C(N(CC)CC)C.CS(Cl)(=O)=O. Product: [CH2:1]([O:5][CH:6]1[CH2:11][CH2:10][N:9]([S:12](/[CH:15]=[CH:16]/[CH2:17][CH2:18][CH2:19][C:20]2[N:21]=[CH:22][CH:23]=[CH:24][N:25]=2)(=[O:13])=[O:14])[CH2:8][CH2:7]1)[C:2]#[C:3][CH3:4]. The catalyst class is: 448.